From a dataset of Catalyst prediction with 721,799 reactions and 888 catalyst types from USPTO. Predict which catalyst facilitates the given reaction. (1) Reactant: [CH2:1]([NH:8][C:9](=[O:51])[NH:10][CH:11]([CH3:50])[CH2:12][C:13]([NH:15][CH:16]([C:29](=[O:49])[N:30]([CH2:41][CH:42](OCC)OCC)[CH2:31][C:32]1[CH:33]=[CH:34][CH:35]=[C:36]2[C:40]=1[NH:39][N:38]=[CH:37]2)[CH2:17][C:18]1[CH:23]=[CH:22][C:21]([O:24]C(C)(C)C)=[CH:20][CH:19]=1)=[O:14])[C:2]1[CH:7]=[CH:6][CH:5]=[CH:4][CH:3]=1. Product: [CH2:1]([NH:8][C:9]([N:10]1[CH:11]([CH3:50])[CH2:12][C:13](=[O:14])[N:15]2[CH:16]([CH2:17][C:18]3[CH:19]=[CH:20][C:21]([OH:24])=[CH:22][CH:23]=3)[C:29](=[O:49])[N:30]([CH2:31][C:32]3[CH:33]=[CH:34][CH:35]=[C:36]4[C:40]=3[NH:39][N:38]=[CH:37]4)[CH2:41][CH:42]12)=[O:51])[C:2]1[CH:7]=[CH:6][CH:5]=[CH:4][CH:3]=1. The catalyst class is: 106. (2) Reactant: [NH2:1][C:2]1[C:7](=[O:8])[N:6]([CH2:9][C:10]([OH:12])=O)[C:5]([C:13]2[CH:18]=[CH:17][CH:16]=[CH:15][CH:14]=2)=[N:4][CH:3]=1.N1(CS([O-])(=O)=O)C2C=CC=CC=2N=N1.C(N(CC)CC)C.Cl.[NH2:41][CH:42]([CH:54]([CH3:56])[CH3:55])[C:43]([C:45]1[O:46][C:47]([C:50]([CH3:53])([CH3:52])[CH3:51])=[N:48][N:49]=1)=[O:44]. Product: [C:50]([C:47]1[O:46][C:45]([C:43]([CH:42]([NH:41][C:10](=[O:12])[CH2:9][N:6]2[C:7](=[O:8])[C:2]([NH2:1])=[CH:3][N:4]=[C:5]2[C:13]2[CH:18]=[CH:17][CH:16]=[CH:15][CH:14]=2)[CH:54]([CH3:55])[CH3:56])=[O:44])=[N:49][N:48]=1)([CH3:53])([CH3:52])[CH3:51]. The catalyst class is: 35. (3) Reactant: [CH2:1]([O:3][C:4](=[O:19])[CH:5]=[C:6]([CH2:10][C:11]1[CH:16]=[CH:15][CH:14]=[C:13]([O:17][CH3:18])[CH:12]=1)[CH:7]([CH3:9])[CH3:8])[CH3:2].[H][H]. Product: [CH3:9][CH:7]([CH3:8])[CH:6]([CH2:10][C:11]1[CH:16]=[CH:15][CH:14]=[C:13]([O:17][CH3:18])[CH:12]=1)[CH2:5][C:4]([O:3][CH2:1][CH3:2])=[O:19]. The catalyst class is: 29. (4) Reactant: [OH:1][C:2]1[CH:9]=[CH:8][CH:7]=[C:6]([S:10][CH2:11][CH2:12][CH3:13])[C:3]=1[C:4]#[N:5].C(=O)([O-])[O-].[K+].[K+].Br[CH:21]([F:23])[F:22].O. Product: [F:22][CH:21]([F:23])[O:1][C:2]1[CH:9]=[CH:8][CH:7]=[C:6]([S:10][CH2:11][CH2:12][CH3:13])[C:3]=1[C:4]#[N:5]. The catalyst class is: 9. (5) Reactant: C1CCN(C(N=NC(N2CCCCC2)=O)=O)CC1.C1C=CC(P(C2C=CC=CC=2)C2C=CC=CC=2)=CC=1.[OH:38][C:39]1[CH:40]=[C:41]2[C:45](=[CH:46][CH:47]=1)[C@H:44]([CH2:48][C:49]([O:51][CH2:52][CH3:53])=[O:50])[CH2:43][CH2:42]2.[CH3:54][C:55]1[N:56]=[C:57]([C:63]2[CH:68]=[CH:67][CH:66]=[CH:65][CH:64]=2)[O:58][C:59]=1[CH2:60][CH2:61]O. Product: [CH3:54][C:55]1[N:56]=[C:57]([C:63]2[CH:68]=[CH:67][CH:66]=[CH:65][CH:64]=2)[O:58][C:59]=1[CH2:60][CH2:61][O:38][C:39]1[CH:40]=[C:41]2[C:45](=[CH:46][CH:47]=1)[C@H:44]([CH2:48][C:49]([O:51][CH2:52][CH3:53])=[O:50])[CH2:43][CH2:42]2. The catalyst class is: 1. (6) Reactant: [C:1]([N:4]([C:12]1[N:13]=[C:14]([C:18]2[CH:19]=[N:20][C:21]([NH:28][C:29]3[CH:37]=[CH:36][C:32]4[N:33]=[CH:34][S:35][C:31]=4[CH:30]=3)=[CH:22][C:23]=2[NH:24][CH:25]([CH3:27])[CH3:26])[O:15][C:16]=1[CH3:17])C(=O)OC(C)(C)C)(=[O:3])[CH3:2].C(O)(C(F)(F)F)=O. The catalyst class is: 2. Product: [S:35]1[C:31]2[CH:30]=[C:29]([NH:28][C:21]3[N:20]=[CH:19][C:18]([C:14]4[O:15][C:16]([CH3:17])=[C:12]([NH:4][C:1](=[O:3])[CH3:2])[N:13]=4)=[C:23]([NH:24][CH:25]([CH3:27])[CH3:26])[CH:22]=3)[CH:37]=[CH:36][C:32]=2[N:33]=[CH:34]1. (7) Reactant: F[C:2]1[CH:3]=[N:4][CH:5]=[CH:6][C:7]=1[C:8]1[O:9][C:10]2[CH:16]=[CH:15][C:14]([C:17]([F:20])([F:19])[F:18])=[CH:13][C:11]=2[N:12]=1.[Na].[CH3:22][SH:23].CN(C=O)C. Product: [CH3:22][S:23][C:2]1[CH:3]=[N:4][CH:5]=[CH:6][C:7]=1[C:8]1[O:9][C:10]2[CH:16]=[CH:15][C:14]([C:17]([F:20])([F:19])[F:18])=[CH:13][C:11]=2[N:12]=1. The catalyst class is: 6. (8) Reactant: [C:1]12([N:11]=[C:12]=[O:13])[CH2:10][CH:5]3[CH2:6][CH:7]([CH2:9][CH:3]([CH2:4]3)[CH2:2]1)[CH2:8]2.[O:14]1[CH2:19][CH2:18][N:17]([CH2:20][CH2:21][CH2:22][O:23][C:24]2[CH:25]=[C:26]([CH:28]=[CH:29][CH:30]=2)[NH2:27])[CH2:16][CH2:15]1. Product: [C:1]12([NH:11][C:12]([NH:27][C:26]3[CH:28]=[CH:29][CH:30]=[C:24]([O:23][CH2:22][CH2:21][CH2:20][N:17]4[CH2:16][CH2:15][O:14][CH2:19][CH2:18]4)[CH:25]=3)=[O:13])[CH2:10][CH:5]3[CH2:6][CH:7]([CH2:9][CH:3]([CH2:4]3)[CH2:2]1)[CH2:8]2. The catalyst class is: 22. (9) Reactant: [CH3:1][O:2][C:3]1[CH:12]=[C:11]2[C:6]([CH:7]=[C:8](C(O)=O)[CH2:9][O:10]2)=[CH:5][CH:4]=1.C(N(CC)CC)C.C1(P(N=[N+]=[N-])(C2C=CC=CC=2)=[O:30])C=CC=CC=1.Cl. Product: [CH3:1][O:2][C:3]1[CH:12]=[C:11]2[C:6]([CH2:7][C:8](=[O:30])[CH2:9][O:10]2)=[CH:5][CH:4]=1. The catalyst class is: 426. (10) Reactant: [CH3:1][O:2][C:3]1[CH:11]=[C:7]([C:8]([OH:10])=O)[C:6]([NH2:12])=[CH:5][CH:4]=1.[CH3:13]OC(OC)OC.C(O)(=O)C.[NH2:24][C:25]1[CH:26]=[C:27]([NH:32][C:33](=[O:44])[C:34]2[CH:39]=[CH:38][CH:37]=[C:36]([C:40]([F:43])([F:42])[F:41])[CH:35]=2)[CH:28]=[CH:29][C:30]=1[CH3:31]. Product: [CH3:1][O:2][C:3]1[CH:11]=[C:7]2[C:6](=[CH:5][CH:4]=1)[N:12]=[CH:13][N:24]([C:25]1[CH:26]=[C:27]([NH:32][C:33](=[O:44])[C:34]3[CH:39]=[CH:38][CH:37]=[C:36]([C:40]([F:41])([F:42])[F:43])[CH:35]=3)[CH:28]=[CH:29][C:30]=1[CH3:31])[C:8]2=[O:10]. The catalyst class is: 260.